From a dataset of Catalyst prediction with 721,799 reactions and 888 catalyst types from USPTO. Predict which catalyst facilitates the given reaction. (1) Reactant: Cl[C:2]1[C:11]2[C:6](=[CH:7][C:8]([O:14][CH2:15][CH2:16][CH2:17][N:18]3[CH2:23][CH2:22][O:21][CH2:20][CH2:19]3)=[C:9]([O:12][CH3:13])[CH:10]=2)[N:5]=[CH:4][CH:3]=1.[F:24][C:25]1[CH:26]=[C:27]([N:32]([C:41]2[CH:46]=[CH:45][C:44]([F:47])=[CH:43][CH:42]=2)[C:33]([C:35]2([C:38]([NH2:40])=[O:39])[CH2:37][CH2:36]2)=[O:34])[CH:28]=[CH:29][C:30]=1[OH:31].C(P(C(C)(C)C)C1C=CC2C(=CC=CC=2)C=1C1C2C(=CC=CC=2)C=CC=1)(C)(C)C.[O-]P([O-])([O-])=O.[K+].[K+].[K+]. Product: [F:24][C:25]1[CH:26]=[C:27]([N:32]([C:41]2[CH:42]=[CH:43][C:44]([F:47])=[CH:45][CH:46]=2)[C:33]([C:35]2([C:38]([NH2:40])=[O:39])[CH2:37][CH2:36]2)=[O:34])[CH:28]=[CH:29][C:30]=1[O:31][C:2]1[C:11]2[C:6](=[CH:7][C:8]([O:14][CH2:15][CH2:16][CH2:17][N:18]3[CH2:23][CH2:22][O:21][CH2:20][CH2:19]3)=[C:9]([O:12][CH3:13])[CH:10]=2)[N:5]=[CH:4][CH:3]=1. The catalyst class is: 318. (2) Reactant: [C:1]([O:5][C:6]([NH:8][C@@H:9]([CH2:25][CH3:26])[C:10]([N:12]1[C:20]2[C:15](=[CH:16][CH:17]=[CH:18][CH:19]=2)[CH2:14][C@H:13]1[C:21](OC)=[O:22])=[O:11])=[O:7])([CH3:4])([CH3:3])[CH3:2].[OH:27][CH2:28][CH2:29][CH2:30][NH2:31]. Product: [OH:27][CH2:28][CH2:29][CH2:30][NH:31][C:21]([C@@H:13]1[CH2:14][C:15]2[C:20](=[CH:19][CH:18]=[CH:17][CH:16]=2)[N:12]1[C:10](=[O:11])[C@@H:9]([NH:8][C:6]([O:5][C:1]([CH3:2])([CH3:4])[CH3:3])=[O:7])[CH2:25][CH3:26])=[O:22]. The catalyst class is: 5. (3) Reactant: C(OC([N:8]1[C:12]2[CH:13]=[CH:14][CH:15]=[CH:16][C:11]=2[N:10]=[C:9]1[CH2:17][NH:18][CH:19]1[C:28]2[N:27]=[CH:26][CH:25]=[CH:24][C:23]=2[CH2:22][CH2:21][CH2:20]1)=O)(C)(C)C.C(N(CC)C(C)C)(C)C.Br[CH2:39][C:40]1[CH:47]=[CH:46][C:43]([C:44]#[N:45])=[C:42]([O:48][CH3:49])[CH:41]=1. Product: [NH2:45][CH2:44][C:43]1[CH:46]=[CH:47][C:40]([CH2:39][N:18]([CH2:17][C:9]2[NH:10][C:11]3[CH:16]=[CH:15][CH:14]=[CH:13][C:12]=3[N:8]=2)[CH:19]2[C:28]3[N:27]=[CH:26][CH:25]=[CH:24][C:23]=3[CH2:22][CH2:21][CH2:20]2)=[CH:41][C:42]=1[O:48][CH3:49]. The catalyst class is: 23. (4) Reactant: [C:1]([NH:4][NH:5][C:6](=[O:26])[CH2:7][C:8]1[C:19](=[O:20])[N:18]([CH:21]2[CH2:25][CH2:24][CH2:23][CH2:22]2)[C:11]2[N:12]=[C:13]([S:16][CH3:17])[N:14]=[CH:15][C:10]=2[CH:9]=1)(=O)[CH3:2]. Product: [CH:21]1([N:18]2[C:11]3[N:12]=[C:13]([S:16][CH3:17])[N:14]=[CH:15][C:10]=3[CH:9]=[C:8]([CH2:7][C:6]3[O:26][C:1]([CH3:2])=[N:4][N:5]=3)[C:19]2=[O:20])[CH2:22][CH2:23][CH2:24][CH2:25]1. The catalyst class is: 265. (5) Reactant: [F:1][C:2]([F:11])([F:10])[C:3]1[CH:8]=[CH:7][N:6]=[C:5]([NH2:9])[CH:4]=1.N1C=CC=CC=1.[C:18](Cl)(=[O:29])[O:19][C:20]1[CH:25]=[CH:24][C:23]([N+:26]([O-:28])=[O:27])=[CH:22][CH:21]=1. Product: [F:11][C:2]([F:1])([F:10])[C:3]1[CH:8]=[CH:7][N:6]=[C:5]([NH:9][C:18](=[O:29])[O:19][C:20]2[CH:21]=[CH:22][C:23]([N+:26]([O-:28])=[O:27])=[CH:24][CH:25]=2)[CH:4]=1. The catalyst class is: 2. (6) Product: [CH2:14]([NH:6][CH2:5][C:4]1[CH:7]=[CH:8][CH:9]=[C:2]([I:1])[CH:3]=1)[C:15]1[CH:20]=[CH:19][CH:18]=[CH:17][CH:16]=1. The catalyst class is: 2. Reactant: [I:1][C:2]1[CH:3]=[C:4]([CH:7]=[CH:8][CH:9]=1)[CH2:5][NH2:6].CC(O)=O.[CH:14](=O)[C:15]1[CH:20]=[CH:19][CH:18]=[CH:17][CH:16]=1.C(O[BH-](OC(=O)C)OC(=O)C)(=O)C.C[N+](C)(C)C. (7) Reactant: B(O)O.[C:4]([CH:7]([CH:9](C(O)=O)O)O)(O)=O.[CH:14]([C:16]1[C@H:21]([C:22]([O:24][CH:25]([C:32]2[CH:37]=[CH:36][CH:35]=[CH:34][CH:33]=2)[C:26]2[CH:31]=[CH:30][CH:29]=[CH:28][CH:27]=2)=[O:23])[N:20]2[C:38](=[O:50])[C@@H:39]([NH:40][C:41](=[O:49])[CH2:42][C:43]3[CH:48]=[CH:47][CH:46]=[CH:45][CH:44]=3)[C@H:19]2[S:18][CH:17]=1)=[O:15].O.C(OCC)(=O)C. Product: [OH:15][CH:14]([C:16]1[C@H:21]([C:22]([O:24][CH:25]([C:26]2[CH:27]=[CH:28][CH:29]=[CH:30][CH:31]=2)[C:32]2[CH:37]=[CH:36][CH:35]=[CH:34][CH:33]=2)=[O:23])[N:20]2[C:38](=[O:50])[C@@H:39]([NH:40][C:41](=[O:49])[CH2:42][C:43]3[CH:44]=[CH:45][CH:46]=[CH:47][CH:48]=3)[C@H:19]2[S:18][CH:17]=1)[CH2:9][CH:7]=[CH2:4]. The catalyst class is: 7.